This data is from Full USPTO retrosynthesis dataset with 1.9M reactions from patents (1976-2016). The task is: Predict the reactants needed to synthesize the given product. (1) Given the product [ClH:25].[ClH:25].[CH3:1][N:2]1[CH2:3][CH2:4][N:5]([NH:8][C:9]([C:11]2[CH:16]=[N:15][C:14]([C:17]3[CH:22]=[CH:21][CH:20]=[CH:19][CH:18]=3)=[N:13][CH:12]=2)=[O:10])[CH2:6][CH2:7]1, predict the reactants needed to synthesize it. The reactants are: [CH3:1][N:2]1[CH2:7][CH2:6][N:5]([NH:8][C:9]([C:11]2[CH:12]=[N:13][C:14]([C:17]3[CH:22]=[CH:21][CH:20]=[CH:19][CH:18]=3)=[N:15][CH:16]=2)=[O:10])[CH2:4][CH2:3]1.CO.[ClH:25]. (2) Given the product [CH2:15]([S:17][S:18][CH2:19][C@H:20]([NH:21][CH3:22])[C:24]([OH:25])=[O:23])[CH3:16], predict the reactants needed to synthesize it. The reactants are: C([SiH](CC)CC)C.FC(F)(F)C(O)=O.[CH2:15]([S:17][S:18][CH2:19][C@H:20]1[C:24](=[O:25])[O:23][CH2:22][N:21]1C(OC(C)(C)C)=O)[CH3:16]. (3) Given the product [CH:1]1([N:4]2[C:13]3[C:8](=[CH:9][C:10]([F:17])=[C:11]([Cl:16])[C:12]=3[O:14][CH3:15])[C:7](=[O:18])[C:6]([C:19]([OH:21])=[O:20])=[CH:5]2)[CH2:2][CH2:3]1, predict the reactants needed to synthesize it. The reactants are: [CH:1]1([N:4]2[C:13]3[C:8](=[CH:9][C:10]([F:17])=[C:11]([Cl:16])[C:12]=3[O:14][CH3:15])[C:7](=[O:18])[C:6]([C:19]([O:21]CC)=[O:20])=[CH:5]2)[CH2:3][CH2:2]1.C([O-])(=O)C.S(=O)(=O)(O)O. (4) Given the product [I:17][C:7]1[CH:6]=[CH:5][C:3]([NH2:4])=[C:2]([CH3:1])[C:8]=1[N+:9]([O-:11])=[O:10], predict the reactants needed to synthesize it. The reactants are: [CH3:1][C:2]1[C:8]([N+:9]([O-:11])=[O:10])=[CH:7][CH:6]=[CH:5][C:3]=1[NH2:4].C(=O)([O-])O.[Na+].[I:17]Cl.